From a dataset of Reaction yield outcomes from USPTO patents with 853,638 reactions. Predict the reaction yield, written as a fraction of the theoretical maximum amount of product (1.0 means a 100% yield; for example, 0.34 means a 34% yield). (1) The product is [OH:1][C:2]1[C:7]2[O:8][CH2:14][O:9][C:6]=2[CH:5]=[CH:4][C:3]=1[C:10](=[O:12])[CH3:11]. The yield is 0.350. The catalyst is CN(C=O)C. The reactants are [OH:1][C:2]1[C:7]([OH:8])=[C:6]([OH:9])[CH:5]=[CH:4][C:3]=1[C:10](=[O:12])[CH3:11].Br[CH2:14]Cl.C(=O)([O-])[O-].[K+].[K+].CC(=O)OCC. (2) The reactants are Br[C:2]1[CH:23]=[CH:22][C:5]2[C:6]3[N:7]=[C:8]([C:14]4[N:15]([CH:19]([CH3:21])[CH3:20])[N:16]=[CH:17][N:18]=4)[S:9][C:10]=3[CH2:11][CH2:12][O:13][C:4]=2[CH:3]=1.[B:24]1([B:24]2[O:29][CH2:28][C:27]([CH3:31])([CH3:30])[CH2:26][O:25]2)[O:29][CH2:28][C:27]([CH3:31])([CH3:30])[CH2:26][O:25]1.C([O-])(=O)C.[K+].C. The catalyst is O1CCOCC1.C(Cl)Cl. The product is [CH3:30][C:27]1([CH3:31])[CH2:28][O:29][B:24]([C:2]2[CH:23]=[CH:22][C:5]3[C:6]4[N:7]=[C:8]([C:14]5[N:15]([CH:19]([CH3:21])[CH3:20])[N:16]=[CH:17][N:18]=5)[S:9][C:10]=4[CH2:11][CH2:12][O:13][C:4]=3[CH:3]=2)[O:25][CH2:26]1. The yield is 0.910. (3) The reactants are [CH3:1][C:2]1[C:11]([CH3:12])=[N:10][C:9]2[C:4](=[CH:5][CH:6]=[CH:7][CH:8]=2)[N:3]=1.[Se](=O)=[O:14]. No catalyst specified. The product is [CH3:1][C:2]1[C:11]([CH:12]=[O:14])=[N:10][C:9]2[C:4]([N:3]=1)=[CH:5][CH:6]=[CH:7][CH:8]=2. The yield is 0.660. (4) The yield is 0.770. The product is [F:11][C:10]1[C:9]([O:12][CH3:13])=[CH:8][CH:7]=[C:6]([N:14]2[CH:18]=[N:17][N:16]=[N:15]2)[C:5]=1[CH2:4][NH2:1]. The reactants are [N:1]([CH2:4][C:5]1[C:10]([F:11])=[C:9]([O:12][CH3:13])[CH:8]=[CH:7][C:6]=1[N:14]1[CH:18]=[N:17][N:16]=[N:15]1)=[N+]=[N-]. The catalyst is CCO.[OH-].[OH-].[Pd+2]. (5) The reactants are [CH3:1][CH:2]([CH:9]1[C:25]2([CH3:26])[CH:12]([CH:13]3[CH:22]([CH2:23][CH2:24]2)[C:21]2(C)[C:16]([CH2:17]C(OC(=O)NCCCCCC([N:38]4[CH2:42][CH:41](O)[CH:40](C(C5C=CC=CC=5)OC(C5C=CC(OC)=CC=5)C5C=CC(OC)=CC=5)[CH2:39]4)=O)C[CH2:20]2)=[CH:15][CH2:14]3)[CH2:11][CH2:10]1)[CH2:3][CH2:4][CH2:5][CH:6]([CH3:8])[CH3:7].C1(C)C=CC=CC=1.[C:77]([CH2:79][CH2:80][O:81][P:82]([N:90](C(C)C)C(C)C)N(C(C)C)C(C)C)#N.C(OCC)(=[O:99])C. The catalyst is C(#N)C.ClCCl.CCCCCC. The product is [NH:38]1[CH2:42][CH2:41][CH2:40][CH2:39]1.[P:82]([O:81][C@H:80]1[CH2:79][CH2:77][C@@:21]2([CH3:20])[C:16](=[CH:15][CH2:14][C@@H:13]3[C@@H:22]2[CH2:23][CH2:24][C@@:25]2([CH3:26])[C@H:12]3[CH2:11][CH2:10][C@@H:9]2[C@H:2]([CH3:1])[CH2:3][CH2:4][CH2:5][CH:6]([CH3:8])[CH3:7])[CH2:17]1)([NH2:90])[OH:99]. The yield is 0.840. (6) The reactants are [C:1]([N:4]1[CH2:9][CH2:8][C:7](=O)[CH2:6][CH2:5]1)(=[O:3])[CH3:2].N1CCCCC1.CC1C=CC(S(O)(=O)=O)=CC=1.[Br:28][C:29]1[CH:37]=[CH:36][C:32]([C:33](Cl)=O)=[CH:31][CH:30]=1.Cl.[NH2:39][NH2:40]. The catalyst is C(Cl)Cl.C1C=CC=CC=1. The product is [Br:28][C:29]1[CH:37]=[CH:36][C:32]([C:33]2[C:6]3[CH2:5][N:4]([C:1](=[O:3])[CH3:2])[CH2:9][CH2:8][C:7]=3[NH:40][N:39]=2)=[CH:31][CH:30]=1. The yield is 0.500. (7) The catalyst is C1COCC1. The yield is 0.550. The reactants are Br[C:2]1[CH:3]=[CH:4][CH:5]=[C:6]2[C:10]=1[NH:9][CH:8]=[CH:7]2.[Li]C(C)(C)C.[CH3:16][S:17]SC. The product is [CH3:16][S:17][C:2]1[CH:3]=[CH:4][CH:5]=[C:6]2[C:10]=1[NH:9][CH:8]=[CH:7]2.